Dataset: Reaction yield outcomes from USPTO patents with 853,638 reactions. Task: Predict the reaction yield, written as a fraction of the theoretical maximum amount of product (1.0 means a 100% yield; for example, 0.34 means a 34% yield). (1) The reactants are [C:1]([C:3]1[C:7]([CH3:8])=[C:6]([CH3:9])[S:5][C:4]=1[NH:10][C:11]([NH:13]C(=O)C1C=CC=CC=1)=[O:12])#[N:2].[CH3:22]I. No catalyst specified. The product is [CH3:22][O:12][C:11]1[N:13]=[C:1]([NH2:2])[C:3]2[C:7]([CH3:8])=[C:6]([CH3:9])[S:5][C:4]=2[N:10]=1. The yield is 0.860. (2) The reactants are Br[C:2]1[CH:3]=[CH:4][C:5]2[N:6]([C:8]([C:11]([N:13]3[CH2:18][CH2:17][CH:16]([C:19]4[CH:24]=[C:23]([F:25])[CH:22]=[CH:21][C:20]=4[Cl:26])[CH2:15][CH2:14]3)=[O:12])=[N:9][N:10]=2)[CH:7]=1.[CH3:27][N:28](C=O)C. The catalyst is C(=O)(O)[O-].[Na+].C1C=CC([P]([Pd]([P](C2C=CC=CC=2)(C2C=CC=CC=2)C2C=CC=CC=2)([P](C2C=CC=CC=2)(C2C=CC=CC=2)C2C=CC=CC=2)[P](C2C=CC=CC=2)(C2C=CC=CC=2)C2C=CC=CC=2)(C2C=CC=CC=2)C2C=CC=CC=2)=CC=1. The product is [Cl:26][C:20]1[CH:21]=[CH:22][C:23]([F:25])=[CH:24][C:19]=1[CH:16]1[CH2:17][CH2:18][N:13]([C:11]([C:8]2[N:6]3[CH:7]=[C:2]([C:27]#[N:28])[CH:3]=[CH:4][C:5]3=[N:10][N:9]=2)=[O:12])[CH2:14][CH2:15]1. The yield is 0.540. (3) The reactants are Br[C:2]1[C:11]2[C:6](=[CH:7][CH:8]=[C:9]([OH:12])[CH:10]=2)[C:5](=[O:13])[N:4]([C:14]2[CH:19]=[CH:18][C:17]([OH:20])=[CH:16][CH:15]=2)[CH:3]=1.C(=O)([O-])[O-].[K+].[K+].[CH3:27][S:28]([C:31]1[CH:36]=[CH:35][C:34](B(O)O)=[CH:33][CH:32]=1)(=[O:30])=[O:29]. The catalyst is C1C=CC([P]([Pd]([P](C2C=CC=CC=2)(C2C=CC=CC=2)C2C=CC=CC=2)([P](C2C=CC=CC=2)(C2C=CC=CC=2)C2C=CC=CC=2)[P](C2C=CC=CC=2)(C2C=CC=CC=2)C2C=CC=CC=2)(C2C=CC=CC=2)C2C=CC=CC=2)=CC=1. The product is [OH:12][C:9]1[CH:10]=[C:11]2[C:6](=[CH:7][CH:8]=1)[C:5](=[O:13])[N:4]([C:14]1[CH:19]=[CH:18][C:17]([OH:20])=[CH:16][CH:15]=1)[CH:3]=[C:2]2[C:34]1[CH:35]=[CH:36][C:31]([S:28]([CH3:27])(=[O:30])=[O:29])=[CH:32][CH:33]=1. The yield is 0.804. (4) The reactants are Cl[C:2]1[CH:7]=[CH:6][N:5]=[C:4]([C:8]([F:11])([F:10])[F:9])[N:3]=1.[CH2:12]1[C:16]2([CH2:21][CH2:20][NH:19][CH2:18][CH2:17]2)[CH2:15][CH2:14][N:13]1[C:22]([O:24][C:25]([CH3:28])([CH3:27])[CH3:26])=[O:23].CCN(C(C)C)C(C)C. The catalyst is C(O)(C)C. The product is [F:9][C:8]([F:11])([F:10])[C:4]1[N:3]=[C:2]([N:19]2[CH2:20][CH2:21][C:16]3([CH2:12][N:13]([C:22]([O:24][C:25]([CH3:26])([CH3:27])[CH3:28])=[O:23])[CH2:14][CH2:15]3)[CH2:17][CH2:18]2)[CH:7]=[CH:6][N:5]=1. The yield is 0.470. (5) The reactants are [H-].C([Al+]CC(C)C)C(C)C.[C:11]1([CH:17]([C:22]2[CH:27]=[CH:26][CH:25]=[CH:24][CH:23]=2)[C:18](OC)=[O:19])[CH:16]=[CH:15][CH:14]=[CH:13][CH:12]=1.CO.[OH-].[Na+]. The catalyst is C1(C)C=CC=CC=1.ClCCl. The product is [C:22]1([CH:17]([C:11]2[CH:12]=[CH:13][CH:14]=[CH:15][CH:16]=2)[CH2:18][OH:19])[CH:23]=[CH:24][CH:25]=[CH:26][CH:27]=1. The yield is 0.924. (6) The reactants are C1(P(C2C=CC=CC=2)C2C=CC=CC=2)C=CC=CC=1.[N:20]([CH2:23][C@@H:24]1[CH:28]=[CH:27][CH2:26][N:25]1[C:29]([C:31]1[CH:36]=[CH:35][CH:34]=[CH:33][CH:32]=1)=[O:30])=[N+]=[N-].O. The catalyst is C1COCC1. The product is [NH2:20][CH2:23][C@@H:24]1[CH:28]=[CH:27][CH2:26][N:25]1[C:29]([C:31]1[CH:36]=[CH:35][CH:34]=[CH:33][CH:32]=1)=[O:30]. The yield is 0.910. (7) The reactants are [CH2:1]([S:8][CH:9]([CH:38]=O)[CH2:10][NH:11][C:12]([C:14]1[NH:15][C:16]2[C:21]([CH:22]=1)=[CH:20][C:19]([O:23][CH2:24][CH2:25][O:26][CH3:27])=[CH:18][C:17]=2[NH:28][S:29]([C:32]1[CH:37]=[CH:36][CH:35]=[CH:34][N:33]=1)(=[O:31])=[O:30])=[O:13])[C:2]1[CH:7]=[CH:6][CH:5]=[CH:4][CH:3]=1.[NH:40]1[CH2:45][CH2:44][S:43][CH2:42][CH2:41]1.O1CCCC1.C(O[BH-](OC(=O)C)OC(=O)C)(=O)C.[Na+]. The catalyst is O. The product is [CH2:1]([S:8][CH:9]([CH2:38][N:40]1[CH2:45][CH2:44][S:43][CH2:42][CH2:41]1)[CH2:10][NH:11][C:12]([C:14]1[NH:15][C:16]2[C:21]([CH:22]=1)=[CH:20][C:19]([O:23][CH2:24][CH2:25][O:26][CH3:27])=[CH:18][C:17]=2[NH:28][S:29]([C:32]1[CH:37]=[CH:36][CH:35]=[CH:34][N:33]=1)(=[O:31])=[O:30])=[O:13])[C:2]1[CH:3]=[CH:4][CH:5]=[CH:6][CH:7]=1. The yield is 0.640. (8) The catalyst is C(O)(C)C. The product is [Cl:1][C:2]1[CH:7]=[CH:6][C:5]([N:8]([CH2:15][CH3:16])[CH:9]2[CH2:14][CH2:13][N:12]([CH2:28][CH2:29][CH:30]=[C:31]3[C:37]4[CH:38]=[CH:39][CH:40]=[N:41][C:36]=4[CH2:35][O:34][C:33]4[CH:42]=[CH:43][C:44]([C:46]([OH:49])([CH3:48])[CH3:47])=[CH:45][C:32]3=4)[CH2:11][CH2:10]2)=[CH:4][CH:3]=1. The yield is 0.340. The reactants are [Cl:1][C:2]1[CH:7]=[CH:6][C:5]([N:8]([CH2:15][CH3:16])[CH:9]2[CH2:14][CH2:13][NH:12][CH2:11][CH2:10]2)=[CH:4][CH:3]=1.N1C(C)=CC=CC=1C.[I-].[K+].Br[CH2:28][CH2:29][CH:30]=[C:31]1[C:37]2[CH:38]=[CH:39][CH:40]=[N:41][C:36]=2[CH2:35][O:34][C:33]2[CH:42]=[CH:43][C:44]([C:46]([OH:49])([CH3:48])[CH3:47])=[CH:45][C:32]1=2. (9) The reactants are [CH:1]([C:4]1[S:5][C:6]([C:9]2([OH:19])[CH2:18][CH2:17][C:12]3(OCC[O:13]3)[CH2:11][CH2:10]2)=[CH:7][N:8]=1)([CH3:3])[CH3:2].C([O-])([O-])=O.[Na+].[Na+]. The catalyst is C1COCC1. The product is [OH:19][C:9]1([C:6]2[S:5][C:4]([CH:1]([CH3:3])[CH3:2])=[N:8][CH:7]=2)[CH2:18][CH2:17][C:12](=[O:13])[CH2:11][CH2:10]1. The yield is 0.980.